Regression/Classification. Given a drug SMILES string, predict its absorption, distribution, metabolism, or excretion properties. Task type varies by dataset: regression for continuous measurements (e.g., permeability, clearance, half-life) or binary classification for categorical outcomes (e.g., BBB penetration, CYP inhibition). Dataset: cyp2c19_veith. From a dataset of CYP2C19 inhibition data for predicting drug metabolism from PubChem BioAssay. (1) The compound is CCN(CCCNC(=O)CC(C(=O)N1CCc2ccccc21)n1ccnc1)c1ccccc1. The result is 1 (inhibitor). (2) The molecule is O=c1c(-c2ccc(Cl)cc2)nc2cnc(N3CCOCC3)nc2n1C1CC1. The result is 0 (non-inhibitor). (3) The compound is Cc1cc(-c2cc(-c3ccc(Cl)cc3)nc(N)c2C#N)co1. The result is 1 (inhibitor). (4) The molecule is O=C(Nc1cccc(NC(=O)c2ccccc2[N+](=O)[O-])n1)c1ccccc1[N+](=O)[O-]. The result is 1 (inhibitor).